Dataset: Reaction yield outcomes from USPTO patents with 853,638 reactions. Task: Predict the reaction yield, written as a fraction of the theoretical maximum amount of product (1.0 means a 100% yield; for example, 0.34 means a 34% yield). (1) The reactants are [C:1]([CH:4]([CH:10]([CH3:19])[C:11](=O)[C:12]1[CH:17]=[CH:16][CH:15]=[CH:14][CH:13]=1)[C:5]([O:7][CH2:8][CH3:9])=[O:6])(=O)[CH3:2].C([O-])(=O)C.[NH4+:24]. No catalyst specified. The product is [CH3:2][C:1]1[NH:24][C:11]([C:12]2[CH:17]=[CH:16][CH:15]=[CH:14][CH:13]=2)=[C:10]([CH3:19])[C:4]=1[C:5]([O:7][CH2:8][CH3:9])=[O:6]. The yield is 0.910. (2) The reactants are Br[C:2]1[NH:6][CH:5]=[C:4]([CH:7]=[O:8])[CH:3]=1.[CH3:9][C:10]1[CH:15]=[CH:14][CH:13]=[CH:12][C:11]=1B(O)O.C(=O)([O-])[O-].[Na+].[Na+].COCCOC. The catalyst is O. The product is [CH3:9][C:10]1[CH:15]=[CH:14][CH:13]=[CH:12][C:11]=1[C:2]1[NH:6][CH:5]=[C:4]([CH:7]=[O:8])[CH:3]=1. The yield is 0.680. (3) The reactants are Br[C:2]1[S:6][C:5]([CH:7]=[O:8])=[CH:4][CH:3]=1.[CH2:9](C([Sn])=C(CCCC)CCCC)[CH2:10]CC. The catalyst is C1(C)C=CC=CC=1.C1C=CC([P]([Pd]([P](C2C=CC=CC=2)(C2C=CC=CC=2)C2C=CC=CC=2)([P](C2C=CC=CC=2)(C2C=CC=CC=2)C2C=CC=CC=2)[P](C2C=CC=CC=2)(C2C=CC=CC=2)C2C=CC=CC=2)(C2C=CC=CC=2)C2C=CC=CC=2)=CC=1. The product is [CH:9]([C:2]1[S:6][C:5]([CH:7]=[O:8])=[CH:4][CH:3]=1)=[CH2:10]. The yield is 0.850. (4) The reactants are [SH:1][C:2]1[CH:10]=[C:9]([CH3:11])[CH:8]=[CH:7][C:3]=1[C:4]([OH:6])=O.[C:12]([C:14]1[N:19]=[C:18]([CH2:20][CH2:21][C:22]([O:24][C:25]([CH3:28])([CH3:27])[CH3:26])=[O:23])[CH:17]=[CH:16][CH:15]=1)#[N:13]. The catalyst is N1C=CC=CC=1. The product is [CH3:11][C:9]1[CH:8]=[CH:7][C:3]2[C:4](=[O:6])[N:13]=[C:12]([C:14]3[N:19]=[C:18]([CH2:20][CH2:21][C:22]([O:24][C:25]([CH3:28])([CH3:27])[CH3:26])=[O:23])[CH:17]=[CH:16][CH:15]=3)[S:1][C:2]=2[CH:10]=1. The yield is 0.530. (5) The reactants are [Cl:1][C:2]1[CH:3]=[CH:4][C:5]([C:8](Cl)=[O:9])=[N:6][CH:7]=1.[NH2:11][C:12]1[CH:13]=[CH:14][C:15]([F:21])=[C:16]([C:18](=[O:20])[CH3:19])[CH:17]=1.CCN(CC)CC. The catalyst is C1COCC1. The product is [C:18]([C:16]1[CH:17]=[C:12]([NH:11][C:8]([C:5]2[CH:4]=[CH:3][C:2]([Cl:1])=[CH:7][N:6]=2)=[O:9])[CH:13]=[CH:14][C:15]=1[F:21])(=[O:20])[CH3:19]. The yield is 0.990. (6) The reactants are Br[C:2]1[CH:7]=[CH:6][C:5]([CH3:8])=[CH:4][N:3]=1.[Br:9][C:10]1[CH:11]=[C:12](B(O)O)[CH:13]=[CH:14][CH:15]=1.C1(P(C2C=CC=CC=2)C2C=CC=CC=2)C=CC=CC=1.C(=O)([O-])[O-].[K+].[K+]. The catalyst is C([O-])(=O)C.[Pd+2].C([O-])(=O)C.C(OCC)(=O)C.O.COCCOC. The product is [Br:9][C:10]1[CH:15]=[C:14]([C:2]2[CH:7]=[CH:6][C:5]([CH3:8])=[CH:4][N:3]=2)[CH:13]=[CH:12][CH:11]=1. The yield is 0.681.